This data is from Full USPTO retrosynthesis dataset with 1.9M reactions from patents (1976-2016). The task is: Predict the reactants needed to synthesize the given product. (1) Given the product [C:25]([CH2:24][O:23][C:17]1[CH:18]=[CH:19][C:20]([Cl:22])=[CH:21][C:16]=1[CH2:15][C:7]1[CH:8]=[C:9]([N+:12]([O-:14])=[O:13])[CH:10]=[CH:11][C:6]=1[O:5][CH2:4][C:3]([OH:29])=[O:2])([OH:27])=[O:26], predict the reactants needed to synthesize it. The reactants are: C[O:2][C:3](=[O:29])[CH2:4][O:5][C:6]1[CH:11]=[CH:10][C:9]([N+:12]([O-:14])=[O:13])=[CH:8][C:7]=1[CH2:15][C:16]1[CH:21]=[C:20]([Cl:22])[CH:19]=[CH:18][C:17]=1[O:23][CH2:24][C:25]([O:27]C)=[O:26].[OH-].[Na+]. (2) Given the product [N:1]1[CH:6]=[CH:5][CH:4]=[CH:3][C:2]=1[C:7]1[N:8]=[C:9]([N:12]([C:13]2[N:14]=[CH:15][CH:16]=[CH:17][N:18]=2)[CH2:20][CH2:21][OH:22])[S:10][CH:11]=1, predict the reactants needed to synthesize it. The reactants are: [N:1]1[CH:6]=[CH:5][CH:4]=[CH:3][C:2]=1[C:7]1[N:8]=[C:9]([NH:12][C:13]2[N:18]=[CH:17][CH:16]=[CH:15][N:14]=2)[S:10][CH:11]=1.Br[CH2:20][CH2:21][OH:22]. (3) The reactants are: [C:1]([CH2:3][C:4]1[N:5]=[C:6]([C@H:9]([NH:11][C:12]([C:14]2[C:22]3[C:17](=[N:18][CH:19]=[C:20]([C:23]4[C:31]5[C:26](=[CH:27][C:28]([F:32])=[CH:29][CH:30]=5)[N:25]([CH3:33])[N:24]=4)[N:21]=3)[N:16](COCC[Si](C)(C)C)[CH:15]=2)=[O:13])[CH3:10])[O:7][CH:8]=1)#[N:2].FC(F)(F)C(O)=O.C(N)CN. Given the product [C:1]([CH2:3][C:4]1[N:5]=[C:6]([C@H:9]([NH:11][C:12]([C:14]2[C:22]3[C:17](=[N:18][CH:19]=[C:20]([C:23]4[C:31]5[C:26](=[CH:27][C:28]([F:32])=[CH:29][CH:30]=5)[N:25]([CH3:33])[N:24]=4)[N:21]=3)[NH:16][CH:15]=2)=[O:13])[CH3:10])[O:7][CH:8]=1)#[N:2], predict the reactants needed to synthesize it. (4) Given the product [O:5]=[C:6]1[NH:10][C:9](=[O:11])[CH:8]([CH2:12][C:13]2[CH:14]=[CH:15][C:16]([O:17][CH2:18][C:19]([NH:24][C:25]3[CH:30]=[CH:29][C:28]([O:31][CH3:32])=[CH:27][C:26]=3[N:33]([CH3:41])[C:34](=[O:40])[O:35][C:36]([CH3:37])([CH3:39])[CH3:38])=[O:21])=[CH:22][CH:23]=2)[S:7]1, predict the reactants needed to synthesize it. The reactants are: S(Cl)(Cl)=O.[O:5]=[C:6]1[NH:10][C:9](=[O:11])[CH:8]([CH2:12][C:13]2[CH:23]=[CH:22][C:16]([O:17][CH2:18][C:19]([OH:21])=O)=[CH:15][CH:14]=2)[S:7]1.[NH2:24][C:25]1[CH:30]=[CH:29][C:28]([O:31][CH3:32])=[CH:27][C:26]=1[N:33]([CH3:41])[C:34](=[O:40])[O:35][C:36]([CH3:39])([CH3:38])[CH3:37].C(N(CC)CC)C.C(=O)(O)[O-].[Na+].Cl. (5) The reactants are: Br[C:2]1[C:11]2[C:6](=[CH:7][CH:8]=[CH:9][CH:10]=2)[C:5](=[O:12])[N:4]([C:13]2[CH:18]=[CH:17][CH:16]=[CH:15][CH:14]=2)[N:3]=1.CC(C)([O-])C.[Na+].[NH2:25][C:26]1[CH:30]=[C:29]([CH3:31])[NH:28][N:27]=1.C(P(C(C)(C)C)C1C=CC=CC=1C1C=CC=CC=1)(C)(C)C. Given the product [CH3:31][C:29]1[CH:30]=[C:26]([NH:25][C:16]2[CH:17]=[CH:18][C:13]([N:4]3[N:3]=[CH:2][C:11]4[C:6](=[CH:7][CH:8]=[CH:9][CH:10]=4)[C:5]3=[O:12])=[CH:14][CH:15]=2)[NH:27][N:28]=1, predict the reactants needed to synthesize it.